This data is from Catalyst prediction with 721,799 reactions and 888 catalyst types from USPTO. The task is: Predict which catalyst facilitates the given reaction. (1) Reactant: [C:1](=O)([O-])O.[Na+].[CH3:6][C:7]1[CH:8]=[C:9]([N:19]2[C:24](=[O:25])[C:23]3[CH:26]=[CH:27][NH:28][C:22]=3[NH:21][C:20]2=[S:29])[CH:10]=[CH:11][C:12]=1[O:13][CH2:14][C:15]([F:18])([F:17])[F:16].IC. Product: [CH3:1][S:29][C:20]1[N:19]([C:9]2[CH:10]=[CH:11][C:12]([O:13][CH2:14][C:15]([F:16])([F:17])[F:18])=[C:7]([CH3:6])[CH:8]=2)[C:24](=[O:25])[C:23]2[CH:26]=[CH:27][NH:28][C:22]=2[N:21]=1. The catalyst class is: 9. (2) Reactant: [N+:1]([C:4]1[CH:13]=[C:12]([C:14]([F:17])([F:16])[F:15])[CH:11]=[CH:10][C:5]=1[C:6]([NH:8][NH2:9])=O)([O-])=O.N1C=CC=CC=1.C(N(CC)CC)C.I.[O:32]1[C:36]2[CH:37]=[CH:38][C:39]([NH:41][C:42](=[NH:45])SC)=[CH:40][C:35]=2[O:34][CH2:33]1. Product: [NH2:1][C:4]1[CH:13]=[C:12]([C:14]([F:17])([F:16])[F:15])[CH:11]=[CH:10][C:5]=1[C:6]1[NH:45][C:42]([NH:41][C:39]2[CH:38]=[CH:37][C:36]3[O:32][CH2:33][O:34][C:35]=3[CH:40]=2)=[N:9][N:8]=1. The catalyst class is: 6. (3) Reactant: [N+:1]([C:4]1[CH:5]=[C:6]([C:10]2[C:11]([C:16]([N:18]3[CH2:23][CH2:22][N:21]([C:24]([O:26][C:27]([CH3:30])([CH3:29])[CH3:28])=[O:25])[CH2:20][CH2:19]3)=[O:17])=[CH:12][CH:13]=[CH:14][CH:15]=2)[CH:7]=[CH:8][CH:9]=1)([O-])=O.[H][H]. Product: [NH2:1][C:4]1[CH:5]=[C:6]([C:10]2[C:11]([C:16]([N:18]3[CH2:19][CH2:20][N:21]([C:24]([O:26][C:27]([CH3:30])([CH3:29])[CH3:28])=[O:25])[CH2:22][CH2:23]3)=[O:17])=[CH:12][CH:13]=[CH:14][CH:15]=2)[CH:7]=[CH:8][CH:9]=1. The catalyst class is: 105. (4) Reactant: [Cl:1][C:2]1[CH:7]=[CH:6][CH:5]=[C:4]([Cl:8])[C:3]=1[CH2:9][O:10][C:11]1[CH:16]=[CH:15][C:14]2[C:17]3([O:32][CH2:33][C:13]=2[CH:12]=1)[CH2:22][CH2:21][N:20]([CH2:23][CH2:24][C:25]([O:27]C(C)(C)C)=[O:26])[CH2:19][CH2:18]3.O1CCOCC1. Product: [ClH:1].[Cl:1][C:2]1[CH:7]=[CH:6][CH:5]=[C:4]([Cl:8])[C:3]=1[CH2:9][O:10][C:11]1[CH:16]=[CH:15][C:14]2[C:17]3([O:32][CH2:33][C:13]=2[CH:12]=1)[CH2:22][CH2:21][N:20]([CH2:23][CH2:24][C:25]([OH:27])=[O:26])[CH2:19][CH2:18]3. The catalyst class is: 33. (5) Reactant: [C:1]([O:5][C:6]([N:8]([CH2:20][C:21](OCC)=[O:22])[CH:9]1[CH2:12][N:11]([C:13]([O:15][C:16]([CH3:19])([CH3:18])[CH3:17])=[O:14])[CH2:10]1)=[O:7])([CH3:4])([CH3:3])[CH3:2].[NH2:26][NH2:27]. Product: [C:1]([O:5][C:6]([N:8]([CH2:20][C:21]([NH:26][NH2:27])=[O:22])[CH:9]1[CH2:10][N:11]([C:13]([O:15][C:16]([CH3:19])([CH3:18])[CH3:17])=[O:14])[CH2:12]1)=[O:7])([CH3:4])([CH3:3])[CH3:2]. The catalyst class is: 8.